From a dataset of Reaction yield outcomes from USPTO patents with 853,638 reactions. Predict the reaction yield, written as a fraction of the theoretical maximum amount of product (1.0 means a 100% yield; for example, 0.34 means a 34% yield). (1) The reactants are [CH2:1]([O:3][C:4]([C:6]1[O:7][C:8]2[CH:15]=[CH:14][CH:13]=[C:12]([OH:16])[C:9]=2[C:10]=1[CH3:11])=[O:5])[CH3:2].[Cl:17]N1C(=O)CCC1=O. The catalyst is C(Cl)(Cl)(Cl)Cl. The product is [CH2:1]([O:3][C:4]([C:6]1[O:7][C:8]2[CH:15]=[CH:14][C:13]([Cl:17])=[C:12]([OH:16])[C:9]=2[C:10]=1[CH3:11])=[O:5])[CH3:2]. The yield is 0.480. (2) The reactants are FC(F)(F)C(O)=O.C1(OC)C=CC=CC=1.[Cl:16][C:17]1[CH:18]=[CH:19][C:20]([C:25]#[C:26][C@@H:27]2[N:31](CC3C=CC(OC)=CC=3OC)[C:30](=[O:43])[CH2:29][CH2:28]2)=[N:21][C:22]=1[O:23][CH3:24]. No catalyst specified. The product is [Cl:16][C:17]1[CH:18]=[CH:19][C:20]([C:25]#[C:26][C@@H:27]2[NH:31][C:30](=[O:43])[CH2:29][CH2:28]2)=[N:21][C:22]=1[O:23][CH3:24]. The yield is 0.820. (3) The reactants are [CH:1]1[CH:2]=[C:3]2[C:10](=[O:11])[N:9]([CH:12]3[C:18](=[O:19])[NH:17][C:15](=[O:16])[CH2:14][CH2:13]3)[CH2:8][C:4]2=[C:5]([NH2:7])[CH:6]=1.O.O.O.O.O.O.[Br-:26].[Mg+2:27].[Br-].C(OCC)C. The catalyst is CO. The product is [CH:1]1[CH:2]=[C:3]2[C:10](=[O:11])[N:9]([CH:12]3[C:18](=[O:19])[NH:17][C:15](=[O:16])[CH2:14][CH2:13]3)[CH2:8][C:4]2=[C:5]([NH2:7])[CH:6]=1.[Br-:26].[Mg+2:27].[Br-:26]. The yield is 0.940. (4) The reactants are C1(P(C2C=CC=CC=2)C2C=CC=CC=2)C=CC=CC=1.[CH3:20][C:21]1[CH:26]=[CH:25][CH:24]=[C:23]([CH3:27])[C:22]=1[O:28][CH2:29][C:30]1[C:34]([CH2:35][OH:36])=[C:33]([CH:37]([CH3:39])[CH3:38])[O:32][N:31]=1.O[C:41]1[CH:46]=[CH:45][C:44]([C:47]2[CH:56]=[C:55]3[C:50]([CH:51]=[C:52]([C:57]([O:59][CH3:60])=[O:58])[N:53]=[CH:54]3)=[CH:49][CH:48]=2)=[CH:43][CH:42]=1.N(C(OC(C)C)=O)=NC(OC(C)C)=O. The catalyst is ClCCl. The product is [CH3:20][C:21]1[CH:26]=[CH:25][CH:24]=[C:23]([CH3:27])[C:22]=1[O:28][CH2:29][C:30]1[C:34]([CH2:35][O:36][C:41]2[CH:42]=[CH:43][C:44]([C:47]3[CH:56]=[C:55]4[C:50]([CH:51]=[C:52]([C:57]([O:59][CH3:60])=[O:58])[N:53]=[CH:54]4)=[CH:49][CH:48]=3)=[CH:45][CH:46]=2)=[C:33]([CH:37]([CH3:39])[CH3:38])[O:32][N:31]=1. The yield is 0.370.